Dataset: Forward reaction prediction with 1.9M reactions from USPTO patents (1976-2016). Task: Predict the product of the given reaction. (1) Given the reactants [CH:1]([C:3]1[CH:10]=[CH:9][C:6]([C:7]#[N:8])=[CH:5][CH:4]=1)=O.[NH2:11][C:12]1[N:17]([CH3:18])[C:16](=[O:19])[N:15]([CH3:20])[C:14](=[O:21])[CH:13]=1, predict the reaction product. The product is: [NH2:11][C:12]1[C:13]([CH2:14][NH2:15])=[C:1]([C:3]2[CH:10]=[CH:9][C:6]([CH2:7][NH2:8])=[CH:5][CH:4]=2)[C:13]2[C:14](=[O:21])[N:15]([CH3:20])[C:16](=[O:19])[N:17]([CH3:18])[C:12]=2[N:11]=1. (2) Given the reactants [C:1]([CH2:4][C:5]1[C:10]([F:11])=[C:9]([N:12]2[C:16](=[O:17])[C:15]3=[CH:18][CH:19]=[CH:20][CH:21]=[C:14]3[C:13]2=[O:22])[CH:8]=[CH:7][C:6]=1[N+:23]([O-])=O)(=O)[CH3:2].C([O-])(=O)C.[NH4+], predict the reaction product. The product is: [F:11][C:10]1[C:9]([N:12]2[C:16](=[O:17])[C:15]3=[CH:18][CH:19]=[CH:20][CH:21]=[C:14]3[C:13]2=[O:22])=[CH:8][CH:7]=[C:6]2[C:5]=1[CH:4]=[C:1]([CH3:2])[NH:23]2. (3) Given the reactants [N:1]1([CH2:7][CH2:8][CH2:9][O:10][C:11]2[CH:16]=[CH:15][C:14]([NH2:17])=[CH:13][CH:12]=2)[CH2:6][CH2:5][CH2:4][CH2:3][CH2:2]1.[F:18][C:19]1[CH:27]=[CH:26][CH:25]=[C:24]2[C:20]=1[C:21](=[CH:29]O)[C:22](=[O:28])[NH:23]2, predict the reaction product. The product is: [F:18][C:19]1[CH:27]=[CH:26][CH:25]=[C:24]2[C:20]=1[C:21](=[CH:29][NH:17][C:14]1[CH:13]=[CH:12][C:11]([O:10][CH2:9][CH2:8][CH2:7][N:1]3[CH2:2][CH2:3][CH2:4][CH2:5][CH2:6]3)=[CH:16][CH:15]=1)[C:22](=[O:28])[NH:23]2. (4) Given the reactants [CH3:1][O:2][C:3]1[C:10]([CH3:11])=[C:9]([O:12]C2CCCCO2)[CH:8]=[CH:7][C:4]=1[CH:5]=[O:6].Cl, predict the reaction product. The product is: [OH:12][C:9]1[CH:8]=[CH:7][C:4]([CH:5]=[O:6])=[C:3]([O:2][CH3:1])[C:10]=1[CH3:11]. (5) Given the reactants F[C:2]1[C:3]([C:18]2[CH:23]=[CH:22][CH:21]=[CH:20][CH:19]=2)=[C:4]([CH3:17])[C:5]([C:15]#[N:16])=[C:6]2[C:10]=1[O:9][C:8]([C:11]([OH:14])([CH3:13])[CH3:12])=[N:7]2.C(N(CC)CC)C.[CH3:31][N:32]([CH3:38])[C@H:33]1[CH2:37][CH2:36][NH:35][CH2:34]1.C(OCC)(=O)C, predict the reaction product. The product is: [CH3:31][N:32]([CH3:38])[C@H:33]1[CH2:37][CH2:36][N:35]([C:2]2[C:3]([C:18]3[CH:23]=[CH:22][CH:21]=[CH:20][CH:19]=3)=[C:4]([CH3:17])[C:5]([C:15]#[N:16])=[C:6]3[C:10]=2[O:9][C:8]([C:11]([OH:14])([CH3:13])[CH3:12])=[N:7]3)[CH2:34]1. (6) Given the reactants C(O[C:6]([N:8]1[CH2:13][CH2:12][C:11](=[CH:14]/[CH:15]=[CH:16]/[C:17]2[CH:22]=[CH:21][CH:20]=[CH:19][CH:18]=2)[CH2:10][CH2:9]1)=O)(C)(C)C.ClC1[N:31]=[CH:30][CH:29]=[CH:28][C:25]=1[C:26]#[N:27], predict the reaction product. The product is: [C:17]1(/[CH:16]=[CH:15]/[CH:14]=[C:11]2[CH2:10][CH2:9][N:8]([C:6]3[C:29]([C:30]#[N:31])=[CH:28][CH:25]=[CH:26][N:27]=3)[CH2:13][CH2:12]2)[CH:18]=[CH:19][CH:20]=[CH:21][CH:22]=1. (7) The product is: [N+:1]([C:4]1[CH:5]=[CH:6][C:7]([O:23][CH2:22][C:14]2[CH:15]=[C:16]([C:18]([O:20][CH3:21])=[O:19])[O:17][CH:13]=2)=[CH:8][CH:9]=1)([O-:3])=[O:2]. Given the reactants [N+:1]([C:4]1[CH:5]=[C:6](O)[CH:7]=[CH:8][CH:9]=1)([O-:3])=[O:2].ClC[C:13]1[O:17][C:16]([C:18]([O:20][CH3:21])=[O:19])=[CH:15][CH:14]=1.[C:22]([O-])([O-])=[O:23].[K+].[K+], predict the reaction product. (8) Given the reactants C([O:3][C:4]([C:6]1[CH:7]=[C:8]([C:21]2[C:22]([C:27]3[CH:32]=[C:31]([Cl:33])[CH:30]=[CH:29][C:28]=3[O:34][CH2:35][C:36]3[CH:41]=[CH:40][CH:39]=[CH:38][CH:37]=3)=[CH:23][CH:24]=[CH:25][CH:26]=2)[CH:9]=[C:10]([N:12](S(C)(=O)=O)[S:13]([CH3:16])(=[O:15])=[O:14])[CH:11]=1)=[O:5])C.[OH-].[Na+].Cl, predict the reaction product. The product is: [CH2:35]([O:34][C:28]1[CH:29]=[CH:30][C:31]([Cl:33])=[CH:32][C:27]=1[C:22]1[C:21]([C:8]2[CH:9]=[C:10]([NH:12][S:13]([CH3:16])(=[O:15])=[O:14])[CH:11]=[C:6]([C:4]([OH:5])=[O:3])[CH:7]=2)=[CH:26][CH:25]=[CH:24][CH:23]=1)[C:36]1[CH:37]=[CH:38][CH:39]=[CH:40][CH:41]=1. (9) Given the reactants [C:1]([C:3]1[CH2:7][C@@H:6]([C@@H:8]([CH2:22][O:23][Si](C2C=CC=CC=2)(C2C=CC=CC=2)C(C)(C)C)[O:9][CH2:10][C@H:11]([OH:21])[CH2:12][O:13][CH2:14][C:15]2[CH:20]=[CH:19][CH:18]=[CH:17][CH:16]=2)[O:5][N:4]=1)#[CH:2].C(O)(=O)C.CCCC[N+](CCCC)(CCCC)CCCC.[F-], predict the reaction product. The product is: [CH2:14]([O:13][CH2:12][C@@H:11]([OH:21])[CH2:10][O:9][C@@H:8]([C@H:6]1[O:5][N:4]=[C:3]([C:1]#[CH:2])[CH2:7]1)[CH2:22][OH:23])[C:15]1[CH:20]=[CH:19][CH:18]=[CH:17][CH:16]=1. (10) Given the reactants [H-].[Na+].CN(C=O)C.[S:8]1[CH:12]=[CH:11][C:10]2[C:13]([N:17]3[CH2:22][CH2:21][N:20]([CH2:23][CH2:24][CH2:25][OH:26])[CH2:19][CH2:18]3)=[CH:14][CH:15]=[CH:16][C:9]1=2.[CH3:27][NH:28][C:29]([C:31]1[N:32]=[C:33]([Cl:36])[S:34][CH:35]=1)=[O:30], predict the reaction product. The product is: [ClH:36].[CH3:27][NH:28][C:29]([C:31]1[N:32]=[C:33]([O:26][CH2:25][CH2:24][CH2:23][N:20]2[CH2:19][CH2:18][N:17]([C:13]3[C:10]4[CH:11]=[CH:12][S:8][C:9]=4[CH:16]=[CH:15][CH:14]=3)[CH2:22][CH2:21]2)[S:34][CH:35]=1)=[O:30].